Predict the product of the given reaction. From a dataset of Forward reaction prediction with 1.9M reactions from USPTO patents (1976-2016). (1) Given the reactants [Cl:1][C:2]1[CH:7]=[CH:6][CH:5]=[CH:4][C:3]=1[CH:8]([O:10][C:11](=[O:27])[NH:12][C:13]1[C:14]([CH3:26])=[N:15][O:16][C:17]=1[C:18]1[CH:23]=[CH:22][C:21]([CH2:24]Cl)=[CH:20][CH:19]=1)[CH3:9].[OH:28][C:29]1[CH:34]=[CH:33][CH:32]=[CH:31][C:30]=1[CH2:35][C:36]([O:38][CH2:39][CH3:40])=[O:37].C(=O)([O-])[O-].[K+].[K+], predict the reaction product. The product is: [CH2:39]([O:38][C:36](=[O:37])[CH2:35][C:30]1[CH:31]=[CH:32][CH:33]=[CH:34][C:29]=1[O:28][CH2:24][C:21]1[CH:22]=[CH:23][C:18]([C:17]2[O:16][N:15]=[C:14]([CH3:26])[C:13]=2[NH:12][C:11]([O:10][CH:8]([C:3]2[CH:4]=[CH:5][CH:6]=[CH:7][C:2]=2[Cl:1])[CH3:9])=[O:27])=[CH:19][CH:20]=1)[CH3:40]. (2) Given the reactants [CH2:1]([O:8][C:9](=[O:32])[CH2:10][C@@H:11]([NH:24][C:25]([O:27][C:28]([CH3:31])([CH3:30])[CH3:29])=[O:26])[C:12]([NH:14][C@H:15]([C:20](=[O:23])[NH:21][CH3:22])[C:16]([CH3:19])([CH3:18])[CH3:17])=[O:13])[C:2]1C=CC=C[CH:3]=1.C(OC(=O)[C@@H](CC([O-])=O)NC(OC(C)(C)C)=O)(=C)C.CNC(=O)[C@H](C(C)(C)C)N.CN(C(ON1N=NC2C=CC=CC1=2)=[N+](C)C)C.[B-](F)(F)(F)F, predict the reaction product. The product is: [CH2:1]([O:8][C:9](=[O:32])[CH2:10][C@@H:11]([NH:24][C:25]([O:27][C:28]([CH3:31])([CH3:30])[CH3:29])=[O:26])[C:12]([NH:14][C@H:15]([C:20](=[O:23])[NH:21][CH3:22])[C:16]([CH3:19])([CH3:18])[CH3:17])=[O:13])[CH:2]=[CH2:3].